Dataset: Catalyst prediction with 721,799 reactions and 888 catalyst types from USPTO. Task: Predict which catalyst facilitates the given reaction. Reactant: [C:1]1([C:7]2[N:12]=[C:11]([C:13]([OH:15])=[O:14])[CH:10]=[CH:9][CH:8]=2)[CH:6]=[CH:5][CH:4]=[CH:3][CH:2]=1.[OH:16]P([O-])([O-])=O.[K+].[K+].C1C=C(Cl)C=C(C(OO)=O)C=1. The catalyst class is: 68. Product: [C:1]1([C:7]2[CH:8]=[CH:9][CH:10]=[C:11]([C:13]([OH:15])=[O:14])[N+:12]=2[O-:16])[CH:2]=[CH:3][CH:4]=[CH:5][CH:6]=1.